This data is from Reaction yield outcomes from USPTO patents with 853,638 reactions. The task is: Predict the reaction yield, written as a fraction of the theoretical maximum amount of product (1.0 means a 100% yield; for example, 0.34 means a 34% yield). (1) The product is [F:1][C:2]1[CH:7]=[C:6]([CH3:8])[CH:5]=[CH:4][C:3]=1[NH:9][C:10]1[C:19]2[C:14](=[CH:15][C:16]([O:26][CH3:27])=[C:17]([CH:20]3[CH2:21][CH2:22][NH:23][CH2:24][CH2:25]3)[CH:18]=2)[N:13]=[N:12][C:11]=1[C:28]([NH2:30])=[O:29]. The catalyst is CO.Cl.[OH-].[OH-].[Pd+2].[C]. The reactants are [F:1][C:2]1[CH:7]=[C:6]([CH3:8])[CH:5]=[CH:4][C:3]=1[NH:9][C:10]1[C:19]2[C:14](=[CH:15][C:16]([O:26][CH3:27])=[C:17]([C:20]3[CH2:21][CH2:22][NH:23][CH2:24][CH:25]=3)[CH:18]=2)[N:13]=[N:12][C:11]=1[C:28]([NH2:30])=[O:29]. The yield is 0.770. (2) The reactants are [F:1][C:2]1[CH:37]=[C:36]([NH:38][S:39]([C:42]2[CH:47]=[CH:46][C:45]([N:48]3[CH:52]=[CH:51][CH:50]=[CH:49]3)=[CH:44][CH:43]=2)(=[O:41])=[O:40])[CH:35]=[C:34]([F:53])[C:3]=1[C:4]([NH:6][C@H:7]([C:28]([O:30]C(C)C)=[O:29])[CH2:8][C:9]1[CH:14]=[CH:13][C:12]([N:15]2[C:23](=[O:24])[C:22]3[N:21]([CH3:25])[CH:20]=[N:19][C:18]=3[N:17]([CH3:26])[C:16]2=[O:27])=[CH:11][CH:10]=1)=[O:5].Cl.O1CCOCC1. The catalyst is O. The product is [F:1][C:2]1[CH:37]=[C:36]([NH:38][S:39]([C:42]2[CH:43]=[CH:44][C:45]([N:48]3[CH:52]=[CH:51][CH:50]=[CH:49]3)=[CH:46][CH:47]=2)(=[O:41])=[O:40])[CH:35]=[C:34]([F:53])[C:3]=1[C:4]([NH:6][C@H:7]([C:28]([OH:30])=[O:29])[CH2:8][C:9]1[CH:10]=[CH:11][C:12]([N:15]2[C:23](=[O:24])[C:22]3[N:21]([CH3:25])[CH:20]=[N:19][C:18]=3[N:17]([CH3:26])[C:16]2=[O:27])=[CH:13][CH:14]=1)=[O:5]. The yield is 0.290. (3) The reactants are Cl.[NH2:2][C@@H:3]([CH2:8][NH:9][C:10]([O:12][C:13]([CH3:16])([CH3:15])[CH3:14])=[O:11])[C:4]([O:6][CH3:7])=[O:5].[CH3:17][C:18]([O:21][C:22](O[C:22]([O:21][C:18]([CH3:20])([CH3:19])[CH3:17])=[O:23])=[O:23])([CH3:20])[CH3:19]. The catalyst is C(Cl)Cl. The product is [C:18]([O:21][C:22]([NH:2][C@@H:3]([CH2:8][NH:9][C:10]([O:12][C:13]([CH3:16])([CH3:15])[CH3:14])=[O:11])[C:4]([O:6][CH3:7])=[O:5])=[O:23])([CH3:20])([CH3:19])[CH3:17]. The yield is 1.00. (4) The reactants are [C:9](O[C:9]([O:11][C:12]([CH3:15])([CH3:14])[CH3:13])=[O:10])([O:11][C:12]([CH3:15])([CH3:14])[CH3:13])=[O:10].[NH2:16][C@@H:17]([C@H:20]([OH:24])[CH2:21][S:22][CH3:23])[CH2:18][OH:19]. The catalyst is CO. The product is [OH:19][CH2:18][C@@H:17]([NH:16][C:9](=[O:10])[O:11][C:12]([CH3:13])([CH3:14])[CH3:15])[C@H:20]([OH:24])[CH2:21][S:22][CH3:23]. The yield is 0.990. (5) The reactants are [CH3:1][C:2]1[CH:3]=[C:4]([CH:18]=[C:19]([CH3:21])[CH:20]=1)[C:5]([C:7]1[NH:12][C:11](=[O:13])[NH:10][C:9](=[O:14])[C:8]=1[CH:15]([CH3:17])[CH3:16])=[O:6].C(=O)([O-])[O-].[K+].[K+].[I-].[Li+].Cl[CH2:31][C:32]1[CH:37]=[C:36]([CH3:38])[N:35]=[C:34]([N:39]2[C:47](=[O:48])[C:46]3[C:41](=[CH:42][CH:43]=[CH:44][CH:45]=3)[C:40]2=[O:49])[CH:33]=1. The catalyst is CN(C=O)C. The product is [CH3:21][C:19]1[CH:18]=[C:4]([CH:3]=[C:2]([CH3:1])[CH:20]=1)[C:5]([C:7]1[N:12]([CH2:31][C:32]2[CH:37]=[C:36]([CH3:38])[N:35]=[C:34]([N:39]3[C:47](=[O:48])[C:46]4[C:41](=[CH:42][CH:43]=[CH:44][CH:45]=4)[C:40]3=[O:49])[CH:33]=2)[C:11](=[O:13])[NH:10][C:9](=[O:14])[C:8]=1[CH:15]([CH3:17])[CH3:16])=[O:6]. The yield is 0.510.